From a dataset of Full USPTO retrosynthesis dataset with 1.9M reactions from patents (1976-2016). Predict the reactants needed to synthesize the given product. (1) Given the product [Cl:31][C:24]1[CH:25]=[CH:26][C:27]([CH2:28][CH2:29][O:1][C:2]2[CH:7]=[CH:6][C:5]([C:8](=[O:10])[CH3:9])=[CH:4][CH:3]=2)=[CH:22][CH:23]=1, predict the reactants needed to synthesize it. The reactants are: [OH:1][C:2]1[CH:7]=[CH:6][C:5]([C:8](=[O:10])[CH3:9])=[CH:4][CH:3]=1.C(=O)([O-])[O-].[K+].[K+].S([O-])(=O)(=O)C.[CH:22]1[C:27]([CH2:28][CH2:29]O)=[CH:26][CH:25]=[C:24]([Cl:31])[CH:23]=1.CS(Cl)(=O)=O. (2) Given the product [Cl:1][C:2]1[CH:11]=[C:10]([CH2:12][OH:13])[CH:9]=[C:8]([Cl:14])[C:3]=1[C:4]([OH:6])=[O:5], predict the reactants needed to synthesize it. The reactants are: [Cl:1][C:2]1[CH:11]=[C:10]([CH2:12][OH:13])[CH:9]=[C:8]([Cl:14])[C:3]=1[C:4]([O:6]C)=[O:5].[I-].[Li+].